This data is from Catalyst prediction with 721,799 reactions and 888 catalyst types from USPTO. The task is: Predict which catalyst facilitates the given reaction. (1) Reactant: [CH3:1][C:2]1[C:7]([CH:8]([CH2:13][CH2:14][CH3:15])[C:9]([O:11]C)=[O:10])=[C:6]([C:16]2[CH:17]=[C:18]3[C:22](=[CH:23][CH:24]=2)[N:21]([CH3:25])[CH:20]=[CH:19]3)[N:5]=[C:4]([C:26]2[CH:31]=[CH:30][CH:29]=[CH:28][CH:27]=2)[N:3]=1.[OH-].[Na+]. Product: [CH3:1][C:2]1[C:7]([CH:8]([CH2:13][CH2:14][CH3:15])[C:9]([OH:11])=[O:10])=[C:6]([C:16]2[CH:17]=[C:18]3[C:22](=[CH:23][CH:24]=2)[N:21]([CH3:25])[CH:20]=[CH:19]3)[N:5]=[C:4]([C:26]2[CH:31]=[CH:30][CH:29]=[CH:28][CH:27]=2)[N:3]=1. The catalyst class is: 5. (2) Reactant: C[O:2][C:3]1[C:8]([NH2:9])=[CH:7][CH:6]=[CH:5][C:4]=1[C:10]1[O:14][C:13]([CH3:15])=[C:12]([C:16]([OH:18])=[O:17])[CH:11]=1.B(Br)(Br)[Br:20]. Product: [BrH:20].[OH:2][C:3]1[C:8]([NH2:9])=[CH:7][CH:6]=[CH:5][C:4]=1[C:10]1[O:14][C:13]([CH3:15])=[C:12]([C:16]([OH:18])=[O:17])[CH:11]=1. The catalyst class is: 4. (3) Reactant: [C:1]([O:5][C:6]([N:8]1[CH2:11][CH:10]([N+:12]([O-])([CH2:14][CH2:15][N:16]2[C:21]3[N:22]=[C:23]([NH:26][CH3:27])[N:24]=[CH:25][C:20]=3[CH:19]=[C:18]([C:28]3[C:33]([Cl:34])=[C:32]([O:35][CH2:36]C)[CH:31]=[C:30]([O:38][CH2:39]C)[C:29]=3[Cl:41])[C:17]2=[O:42])[CH3:13])[CH2:9]1)=[O:7])([CH3:4])([CH3:3])[CH3:2].[NH4+].[Cl-]. Product: [Cl:34][C:33]1[C:32]([O:35][CH3:36])=[CH:31][C:30]([O:38][CH3:39])=[C:29]([Cl:41])[C:28]=1[C:18]1[C:17](=[O:42])[N:16]([CH2:15][CH2:14][N:12]([CH3:13])[CH:10]2[CH2:11][N:8]([C:6]([O:5][C:1]([CH3:3])([CH3:2])[CH3:4])=[O:7])[CH2:9]2)[C:21]2[N:22]=[C:23]([NH:26][CH3:27])[N:24]=[CH:25][C:20]=2[CH:19]=1. The catalyst class is: 284. (4) Reactant: C[Al](C)C.[I:5][C:6]1[N:15]([S:16]([C:19]2[CH:24]=[CH:23][CH:22]=[CH:21][CH:20]=2)(=[O:18])=[O:17])[C:9]2=[N:10][CH:11]=[C:12]([NH2:14])[CH:13]=[C:8]2[CH:7]=1.[F:25][C:26]1[C:35]([N:36]([S:43]([CH2:46][CH2:47][CH3:48])(=[O:45])=[O:44])[S:37]([CH2:40][CH2:41][CH3:42])(=[O:39])=[O:38])=[CH:34][CH:33]=[C:32]([F:49])[C:27]=1[C:28](OC)=[O:29]. Product: [F:25][C:26]1[C:35]([N:36]([S:37]([CH2:40][CH2:41][CH3:42])(=[O:39])=[O:38])[S:43]([CH2:46][CH2:47][CH3:48])(=[O:44])=[O:45])=[CH:34][CH:33]=[C:32]([F:49])[C:27]=1[C:28]([NH:14][C:12]1[CH:13]=[C:8]2[CH:7]=[C:6]([I:5])[N:15]([S:16]([C:19]3[CH:24]=[CH:23][CH:22]=[CH:21][CH:20]=3)(=[O:17])=[O:18])[C:9]2=[N:10][CH:11]=1)=[O:29]. The catalyst class is: 133. (5) Reactant: C[O:2][C:3](=O)[C@H:4]([OH:21])[C@@H:5]([NH:13][C:14]([O:16][C:17]([CH3:20])([CH3:19])[CH3:18])=[O:15])[CH2:6][C:7]1[CH:12]=[CH:11][CH:10]=[CH:9][CH:8]=1.[BH4-].[Na+].[CH3:25][S:26](Cl)(=[O:28])=[O:27].C(N(CC)CC)C. Product: [C:17]([O:16][C:14]([NH:13][C@@H:5]([CH2:6][C:7]1[CH:12]=[CH:11][CH:10]=[CH:9][CH:8]=1)[C@@H:4]([OH:21])[CH2:3][O:2][S:26]([CH3:25])(=[O:28])=[O:27])=[O:15])([CH3:20])([CH3:19])[CH3:18]. The catalyst class is: 13. (6) Reactant: [Cl:1][C:2]1[N:7]=[C:6]([NH:8]C(=O)OC(C)(C)C)[C:5]([CH:16]=[N:17][OH:18])=[CH:4][CH:3]=1. Product: [ClH:1].[NH2:8][C:6]1[C:5]([CH:16]=[N:17][OH:18])=[CH:4][CH:3]=[C:2]([Cl:1])[N:7]=1. The catalyst class is: 89. (7) Product: [Cl:12][C:10]1[C:9]2[C:4](=[CH:5][C:6]([O:13][CH3:14])=[CH:7][CH:8]=2)[N:3]=[C:2]([N:21]2[CH:22]=[CH:23][C:19]([NH:18][CH:15]([CH3:17])[CH3:16])=[N:20]2)[CH:11]=1. The catalyst class is: 4. Reactant: Cl[C:2]1[CH:11]=[C:10]([Cl:12])[C:9]2[C:4](=[CH:5][C:6]([O:13][CH3:14])=[CH:7][CH:8]=2)[N:3]=1.[CH:15]([NH:18][C:19]1[CH:23]=[CH:22][NH:21][N:20]=1)([CH3:17])[CH3:16].